From a dataset of Forward reaction prediction with 1.9M reactions from USPTO patents (1976-2016). Predict the product of the given reaction. The product is: [C:8]([CH:12]([CH2:18][C:19]1[CH:24]=[CH:23][C:22]([O:25][CH3:26])=[CH:21][C:20]=1[CH2:27][NH:28][CH2:29][C:30]([F:31])([F:33])[F:32])[CH2:13][C:14]([O:16][CH3:17])=[O:15])([O:10][CH3:11])=[O:9]. Given the reactants C(O)(C(F)(F)F)=O.[C:8]([CH:12]([CH2:18][C:19]1[CH:24]=[CH:23][C:22]([O:25][CH3:26])=[CH:21][C:20]=1[CH2:27][N:28](C(OC(C)(C)C)=O)[CH2:29][C:30]([F:33])([F:32])[F:31])[CH2:13][C:14]([O:16][CH3:17])=[O:15])([O:10][CH3:11])=[O:9], predict the reaction product.